Predict the product of the given reaction. From a dataset of Forward reaction prediction with 1.9M reactions from USPTO patents (1976-2016). Given the reactants C([NH:5][S:6]([C:9]1[S:13][C:12]([C:14]2[N:15]=[CH:16][N:17]([C:19]3[CH:24]=[C:23]([C:25]4[CH:30]=[CH:29][C:28]([C:31]([F:34])([F:33])[F:32])=[CH:27][CH:26]=4)[CH:22]=[C:21]([C:35]([F:38])([F:37])[F:36])[N:20]=3)[CH:18]=2)=[N:11][C:10]=1[CH3:39])(=[O:8])=[O:7])(C)(C)C.C(O)(C(F)(F)F)=O, predict the reaction product. The product is: [CH3:39][C:10]1[N:11]=[C:12]([C:14]2[N:15]=[CH:16][N:17]([C:19]3[CH:24]=[C:23]([C:25]4[CH:30]=[CH:29][C:28]([C:31]([F:34])([F:33])[F:32])=[CH:27][CH:26]=4)[CH:22]=[C:21]([C:35]([F:37])([F:36])[F:38])[N:20]=3)[CH:18]=2)[S:13][C:9]=1[S:6]([NH2:5])(=[O:8])=[O:7].